This data is from Full USPTO retrosynthesis dataset with 1.9M reactions from patents (1976-2016). The task is: Predict the reactants needed to synthesize the given product. (1) The reactants are: [CH3:1][O:2][C:3]1[CH:8]=[CH:7][C:6]([CH:9]=[CH:10][CH2:11][C:12]([OH:14])=[O:13])=[CH:5][CH:4]=1.C1C=C[C:18]2N(O)N=[N:21][C:19]=2C=1.[CH2:25](Cl)CCl.C([N:31]([CH2:34]C)[CH2:32][CH3:33])C.C[N:37]([CH3:40])C=O. Given the product [NH:37]1[CH2:40][CH2:18][CH2:19][N:21]=[C:34]1[NH:31][CH2:32][CH2:33][CH2:1][O:2][C:3]1[CH:4]=[CH:5][C:6]([CH:9]2[CH2:25][CH:10]2[CH2:11][C:12]([OH:14])=[O:13])=[CH:7][CH:8]=1, predict the reactants needed to synthesize it. (2) The reactants are: Cl.[C:2]([N:9]1[CH2:13][C@@H:12]([S:14][C:15]([CH3:18])([CH3:17])[CH3:16])[C@H:11]([N:19]([CH3:36])[S:20]([C:23]2[CH:28]=[CH:27][C:26]([O:29][C:30]3[CH:35]=[CH:34][CH:33]=[CH:32][CH:31]=3)=[CH:25][CH:24]=2)(=[O:22])=[O:21])[CH2:10]1)(OC(C)(C)C)=[O:3].C([N:39](CC)CC)C.[Si](N=C=O)(C)(C)C. Given the product [C:2]([N:9]1[CH2:13][C@@H:12]([S:14][C:15]([CH3:16])([CH3:18])[CH3:17])[C@H:11]([N:19]([CH3:36])[S:20]([C:23]2[CH:28]=[CH:27][C:26]([O:29][C:30]3[CH:35]=[CH:34][CH:33]=[CH:32][CH:31]=3)=[CH:25][CH:24]=2)(=[O:21])=[O:22])[CH2:10]1)(=[O:3])[NH2:39], predict the reactants needed to synthesize it. (3) Given the product [CH2:1]1[CH:9]2[N:4]([CH2:5][CH:6]=[C:7]([C:10]3[C:18]4[C:13](=[CH:14][N:15]=[CH:16][CH:17]=4)[N:12]([S:29]([C:19]4[C:28]5[C:23](=[CH:24][CH:25]=[CH:26][CH:27]=5)[CH:22]=[CH:21][CH:20]=4)(=[O:31])=[O:30])[CH:11]=3)[CH2:8]2)[CH2:3][CH2:2]1, predict the reactants needed to synthesize it. The reactants are: [CH2:1]1[CH:9]2[N:4]([CH2:5][CH:6]=[C:7]([C:10]3[C:18]4[C:13](=[CH:14][N:15]=[CH:16][CH:17]=4)[NH:12][CH:11]=3)[CH2:8]2)[CH2:3][CH2:2]1.[C:19]1([S:29](Cl)(=[O:31])=[O:30])[C:28]2[C:23](=[CH:24][CH:25]=[CH:26][CH:27]=2)[CH:22]=[CH:21][CH:20]=1.C[Si]([N-][Si](C)(C)C)(C)C.[Na+]. (4) The reactants are: N#N.[Cl:3][C:4]1[CH:28]=[CH:27][CH:26]=[CH:25][C:5]=1[CH2:6][O:7][C:8](=[O:24])[NH:9][C:10]1[CH:14]=[N:13][N:12]([CH2:15][C:16]2[N:17]=[C:18]([CH:21]([OH:23])[CH3:22])[O:19][CH:20]=2)[N:11]=1. Given the product [Cl:3][C:4]1[CH:28]=[CH:27][CH:26]=[CH:25][C:5]=1[CH2:6][O:7][C:8](=[O:24])[NH:9][C:10]1[CH:14]=[N:13][N:12]([CH2:15][C:16]2[N:17]=[C:18]([C:21](=[O:23])[CH3:22])[O:19][CH:20]=2)[N:11]=1, predict the reactants needed to synthesize it. (5) Given the product [OH:11][B:9]1[C:8]2[CH:12]=[C:13]([O:17][C:18]3[CH:23]=[N:22][CH:21]=[CH:20][N:19]=3)[CH:14]=[C:15]([CH3:16])[C:7]=2[C@@H:6]([CH2:5][C:4]([OH:24])=[O:3])[O:10]1, predict the reactants needed to synthesize it. The reactants are: C([O:3][C:4](=[O:24])[CH2:5][C@H:6]1[O:10][B:9]([OH:11])[C:8]2[CH:12]=[C:13]([O:17][C:18]3[CH:23]=[N:22][CH:21]=[CH:20][N:19]=3)[CH:14]=[C:15]([CH3:16])[C:7]1=2)C.[Li+].[OH-].Cl.